This data is from Forward reaction prediction with 1.9M reactions from USPTO patents (1976-2016). The task is: Predict the product of the given reaction. (1) Given the reactants [NH2:1][CH2:2][C:3]1[C:8]([CH2:9][CH3:10])=[N:7][C:6]2[N:11]([CH2:14][CH3:15])[N:12]=[CH:13][C:5]=2[C:4]=1[NH:16][CH:17]1[CH2:22][CH2:21][O:20][CH2:19][CH2:18]1.[F:23][C:24]([F:35])([F:34])[C:25]1[N:30]=[CH:29][C:28]([C:31](O)=[O:32])=[CH:27][CH:26]=1, predict the reaction product. The product is: [CH2:14]([N:11]1[C:6]2=[N:7][C:8]([CH2:9][CH3:10])=[C:3]([CH2:2][NH:1][C:31]([C:28]3[CH:29]=[N:30][C:25]([C:24]([F:35])([F:23])[F:34])=[CH:26][CH:27]=3)=[O:32])[C:4]([NH:16][CH:17]3[CH2:18][CH2:19][O:20][CH2:21][CH2:22]3)=[C:5]2[CH:13]=[N:12]1)[CH3:15]. (2) Given the reactants [CH2:1]([O:8][CH:9]1[CH2:15][CH2:14][CH:13]=[CH:12][O:11][CH2:10]1)[C:2]1[CH:7]=[CH:6][CH:5]=[CH:4][CH:3]=1.B(O[O-])=[O:17].O.[Na+].O, predict the reaction product. The product is: [CH2:1]([O:8][CH:9]1[CH2:10][O:11][CH2:12][CH:13]([OH:17])[CH2:14][CH2:15]1)[C:2]1[CH:3]=[CH:4][CH:5]=[CH:6][CH:7]=1. (3) Given the reactants [NH2:1][C:2]1[NH:6][N:5]=[N:4][N:3]=1.[N+]([O-])([O-])=[O:8].[Cu+2:11].[N+]([O-])([O-])=[O:13], predict the reaction product. The product is: [OH-:8].[NH2:1][C:2]1[NH:6][N:5]=[N:4][N:3]=1.[Cu+2:11].[OH-:13]. (4) Given the reactants C([O:8][C:9](=[O:36])[CH2:10][C@@H:11]([NH:16][C:17](=[O:35])[CH2:18][CH2:19][CH2:20][CH2:21][CH2:22][CH2:23][CH2:24][O:25][CH2:26][C:27]1[CH:32]=[CH:31][C:30]([F:33])=[C:29]([F:34])[CH:28]=1)[CH2:12][N:13]([CH3:15])[CH3:14])C1C=CC=CC=1, predict the reaction product. The product is: [F:34][C:29]1[CH:28]=[C:27]([CH:32]=[CH:31][C:30]=1[F:33])[CH2:26][O:25][CH2:24][CH2:23][CH2:22][CH2:21][CH2:20][CH2:19][CH2:18][C:17]([NH:16][C@@H:11]([CH2:12][N:13]([CH3:15])[CH3:14])[CH2:10][C:9]([OH:36])=[O:8])=[O:35]. (5) Given the reactants [O-]P([O-])([O-])=O.[K+].[K+].[K+].CO[C:11]1[CH:12]=[CH:13][CH:14]=[C:15](OC)[C:16]=1[C:17]1C=CC=CC=1P(C1CCCCC1)C1CCCCC1.[Cl:38][C:39]1[C:44]([OH:45])=[CH:43][CH:42]=[C:41](I)[N:40]=1.B1(CC2C=CC=CC=2)C2CCCC1CCC2, predict the reaction product. The product is: [CH2:17]([C:41]1[N:40]=[C:39]([Cl:38])[C:44]([OH:45])=[CH:43][CH:42]=1)[C:16]1[CH:15]=[CH:14][CH:13]=[CH:12][CH:11]=1. (6) The product is: [Cl:14][C:15]1[CH:20]=[C:19]([I:21])[CH:18]=[CH:17][C:16]=1[NH:22][C:23](=[S:24])[CH2:2][C:1]#[N:3]. Given the reactants [C:1](#[N:3])[CH3:2].C[Si](C)(C)[N-][Si](C)(C)C.[Na+].[Cl:14][C:15]1[CH:20]=[C:19]([I:21])[CH:18]=[CH:17][C:16]=1[N:22]=[C:23]=[S:24], predict the reaction product. (7) Given the reactants [CH2:1]1[C:13]2[C:12]3[CH:11]=[C:10]([C:14]([NH:16][CH:17]4[CH2:22][CH2:21][N:20]([C:23]([O:25][C:26]([CH3:29])([CH3:28])[CH3:27])=[O:24])[CH2:19][CH2:18]4)=[O:15])[CH:9]=[CH:8][C:7]=3[NH:6][C:5]=2[CH2:4][CH2:3][NH:2]1.[F:30][C:31]([F:41])([F:40])[C:32]1[CH:39]=[CH:38][C:35]([CH:36]=O)=[CH:34][CH:33]=1.C(O[BH-](OC(=O)C)OC(=O)C)(=O)C.[Na+].C(=O)(O)[O-].[Na+], predict the reaction product. The product is: [F:30][C:31]([F:40])([F:41])[C:32]1[CH:39]=[CH:38][C:35]([CH2:36][N:2]2[CH2:3][CH2:4][C:5]3[NH:6][C:7]4[CH:8]=[CH:9][C:10]([C:14]([NH:16][CH:17]5[CH2:18][CH2:19][N:20]([C:23]([O:25][C:26]([CH3:29])([CH3:28])[CH3:27])=[O:24])[CH2:21][CH2:22]5)=[O:15])=[CH:11][C:12]=4[C:13]=3[CH2:1]2)=[CH:34][CH:33]=1. (8) Given the reactants [N:1]1([C:7]2[CH:12]=[CH:11][C:10]([CH:13]([NH2:15])[CH3:14])=[CH:9][CH:8]=2)[CH2:6][CH2:5][O:4][CH2:3][CH2:2]1.[CH3:16][O:17][C:18]([C:20]1[S:21][C:22]([C:25](O)=[O:26])=[CH:23][CH:24]=1)=[O:19], predict the reaction product. The product is: [CH3:16][O:17][C:18]([C:20]1[S:21][C:22]([C:25](=[O:26])[NH:15][CH:13]([C:10]2[CH:9]=[CH:8][C:7]([N:1]3[CH2:6][CH2:5][O:4][CH2:3][CH2:2]3)=[CH:12][CH:11]=2)[CH3:14])=[CH:23][CH:24]=1)=[O:19]. (9) Given the reactants [Cl:1][CH2:2][S@:3]([C:5]1[C:14](=[O:15])[C:13]2[C:8](=[CH:9][C:10]([F:16])=[CH:11][CH:12]=2)[N:7]([CH3:17])[CH:6]=1)=O.ClC[S@@](C1C(=O)C2C(=CC(F)=CC=2)N(C)C=1)=O.FC1C=C2C(C(=S)C(C)=CN2C)=CC=1, predict the reaction product. The product is: [Cl:1][CH2:2][S:3][C:5]1[C:14](=[O:15])[C:13]2[C:8](=[CH:9][C:10]([F:16])=[CH:11][CH:12]=2)[N:7]([CH3:17])[CH:6]=1.